This data is from Catalyst prediction with 721,799 reactions and 888 catalyst types from USPTO. The task is: Predict which catalyst facilitates the given reaction. (1) Reactant: [C:1]([O:5][C:6]([N:8]1[CH2:13][CH2:12][N:11]2[C:14]([C:17](=[O:22])C(Cl)(Cl)Cl)=[CH:15][CH:16]=[C:10]2[CH:9]1[CH3:23])=[O:7])([CH3:4])([CH3:3])[CH3:2].[CH3:24][NH2:25]. Product: [C:1]([O:5][C:6]([N:8]1[CH2:13][CH2:12][N:11]2[C:14]([C:17](=[O:22])[NH:25][CH3:24])=[CH:15][CH:16]=[C:10]2[CH:9]1[CH3:23])=[O:7])([CH3:3])([CH3:4])[CH3:2]. The catalyst class is: 5. (2) Reactant: [OH:1][C:2]1[CH:3]=[CH:4][C:5]2[C:11]([CH3:13])([CH3:12])[CH2:10][CH2:9][C:8](=[O:14])[NH:7][C:6]=2[CH:15]=1.[Br:16][CH2:17][CH2:18][CH2:19]Br.C(=O)([O-])[O-].[Cs+].[Cs+]. Product: [Br:16][CH2:17][CH2:18][CH2:19][O:1][C:2]1[CH:3]=[CH:4][C:5]2[C:11]([CH3:12])([CH3:13])[CH2:10][CH2:9][C:8](=[O:14])[NH:7][C:6]=2[CH:15]=1. The catalyst class is: 8.